The task is: Predict the reactants needed to synthesize the given product.. This data is from Full USPTO retrosynthesis dataset with 1.9M reactions from patents (1976-2016). (1) Given the product [C:2]([C:7]1[O:11][C:10]([CH2:12][N:13]2[CH:17]=[CH:16][C:15]([NH:18][C:25]([C:23]3[N:24]=[C:20]([CH3:19])[O:21][C:22]=3[C:28]3[CH:33]=[CH:32][CH:31]=[CH:30][C:29]=3[CH3:34])=[O:26])=[N:14]2)=[CH:9][CH:8]=1)(=[O:6])[CH3:1], predict the reactants needed to synthesize it. The reactants are: [CH3:1][C:2]1([C:7]2[O:11][C:10]([CH2:12][N:13]3[CH:17]=[CH:16][C:15]([NH2:18])=[N:14]3)=[CH:9][CH:8]=2)[O:6]CCO1.[CH3:19][C:20]1[O:21][C:22]([C:28]2[CH:33]=[CH:32][CH:31]=[CH:30][C:29]=2[CH3:34])=[C:23]([C:25](O)=[O:26])[N:24]=1. (2) The reactants are: C[O:2][C:3]1[CH:8]=[CH:7][C:6]([CH2:9][CH2:10]/[CH:11]=[CH:12]/[CH2:13][CH2:14][C:15]([OH:17])=[O:16])=[CH:5][CH:4]=1.COC.B(Br)(Br)Br. Given the product [OH:2][C:3]1[CH:4]=[CH:5][C:6]([CH2:9][CH2:10]/[CH:11]=[CH:12]/[CH2:13][CH2:14][C:15]([OH:17])=[O:16])=[CH:7][CH:8]=1, predict the reactants needed to synthesize it. (3) Given the product [Cl:1][C:2]1[CH:3]=[C:4]2[C:8](=[CH:9][CH:10]=1)[NH:7][C:6]([CH3:11])=[C:5]2[CH2:12][C:13]([OH:15])=[O:14], predict the reactants needed to synthesize it. The reactants are: [Cl:1][C:2]1[CH:3]=[C:4]2[C:8](=[CH:9][CH:10]=1)[NH:7][C:6]([CH3:11])=[C:5]2[CH2:12][C:13]([O:15]C)=[O:14].C1COCC1.[OH-].[Li+].Cl.